From a dataset of Catalyst prediction with 721,799 reactions and 888 catalyst types from USPTO. Predict which catalyst facilitates the given reaction. (1) Reactant: Br[C:2]1[CH:7]=[CH:6][C:5]([C:8]2([C:11]([N:13]3[CH2:17][CH2:16][C:15]4([C:25]5[CH:24]=[CH:23][N:22]=[CH:21][C:20]=5[C:19](=[O:26])[O:18]4)[CH2:14]3)=[O:12])[CH2:10][CH2:9]2)=[CH:4][CH:3]=1.[NH:27]1[C:35]2[C:30](=[CH:31][CH:32]=[CH:33][CH:34]=2)[CH:29]=[N:28]1.C1(C)C=CC=CC=1.CN[C@H]1CCCC[C@@H]1NC.P([O-])([O-])([O-])=O.[K+].[K+].[K+]. Product: [N:27]1[N:28]([C:2]2[CH:7]=[CH:6][C:5]([C:8]3([C:11]([N:13]4[CH2:17][CH2:16][C@@:15]5([C:25]6[CH:24]=[CH:23][N:22]=[CH:21][C:20]=6[C:19](=[O:26])[O:18]5)[CH2:14]4)=[O:12])[CH2:10][CH2:9]3)=[CH:4][CH:3]=2)[CH:29]=[C:30]2[C:35]=1[CH:34]=[CH:33][CH:32]=[CH:31]2. The catalyst class is: 205. (2) Reactant: [NH2:1][C:2]1([C:13]2[CH:18]=[CH:17][CH:16]=[CH:15][CH:14]=2)[CH2:7][CH2:6][CH2:5][N:4]([C:8]([CH3:12])([CH3:11])[C:9]#N)[CH2:3]1.C[Mg]Br. Product: [C:8]([N:4]1[CH2:5][CH2:6][CH2:7][C:2]([NH2:1])([C:13]2[CH:18]=[CH:17][CH:16]=[CH:15][CH:14]=2)[CH2:3]1)([CH3:12])([CH3:9])[CH3:11]. The catalyst class is: 305.